From a dataset of Catalyst prediction with 721,799 reactions and 888 catalyst types from USPTO. Predict which catalyst facilitates the given reaction. (1) Reactant: O1CCCC1.C[Si]([C:10]#[C:11][C:12]1[C:13]([NH2:18])=[N:14][CH:15]=[CH:16][CH:17]=1)(C)C.[F-].C([N+](CCCC)(CCCC)CCCC)CCC. Product: [C:11]([C:12]1[C:13]([NH2:18])=[N:14][CH:15]=[CH:16][CH:17]=1)#[CH:10]. The catalyst class is: 6. (2) Reactant: [CH3:1][O:2][C:3]1[CH:15]=[C:14]([O:16][CH3:17])[CH:13]=[CH:12][C:4]=1[CH2:5][NH:6][C:7]1[S:8][CH:9]=[N:10][N:11]=1.N#N.C1COCC1.[O:25]=[C:26]1[NH:30][C:29]2[CH:31]=[CH:32][C:33]([S:35](Cl)(=[O:37])=[O:36])=[CH:34][C:28]=2[O:27]1. Product: [CH3:1][O:2][C:3]1[CH:15]=[C:14]([O:16][CH3:17])[CH:13]=[CH:12][C:4]=1[CH2:5][N:6]([C:7]1[S:8][CH:9]=[N:10][N:11]=1)[S:35]([C:33]1[CH:32]=[CH:31][C:29]2[NH:30][C:26](=[O:25])[O:27][C:28]=2[CH:34]=1)(=[O:37])=[O:36]. The catalyst class is: 25. (3) Reactant: C(OC([N:8]1[CH2:13][C:12]([C:14]2[CH:19]=[C:18]([CH:20]3[CH2:25][CH2:24][N:23]([C:26](=[O:28])[CH3:27])[CH2:22][CH2:21]3)[CH:17]=[CH:16][C:15]=2[NH:29][C:30]([C:32]2[N:33](COCC[Si](C)(C)C)[CH:34]=[C:35]([C:37]#[N:38])[N:36]=2)=[O:31])=[CH:11][CH2:10][CH2:9]1)=O)(C)(C)C.CCO.[C:50]([OH:56])([C:52]([F:55])([F:54])[F:53])=[O:51]. Product: [C:50]([OH:56])([C:52]([F:55])([F:54])[F:53])=[O:51].[F:53][C:52]([F:55])([F:54])[C:50]([OH:56])=[O:51].[C:26]([N:23]1[CH2:22][CH2:21][CH:20]([C:18]2[CH:17]=[CH:16][C:15]([NH:29][C:30]([C:32]3[NH:33][CH:34]=[C:35]([C:37]#[N:38])[N:36]=3)=[O:31])=[C:14]([C:12]3[CH2:13][NH:8][CH2:9][CH2:10][CH:11]=3)[CH:19]=2)[CH2:25][CH2:24]1)(=[O:28])[CH3:27]. The catalyst class is: 2. (4) Reactant: [Br:1][C:2]1[CH:3]=[C:4]([C:8]2[CH:9]([C:20]3[CH:25]=[CH:24][C:23]([I:26])=[CH:22][CH:21]=3)[O:10][C:11]3[C:16]([C:17]=2[CH3:18])=[CH:15][C:14]([OH:19])=[CH:13][CH:12]=3)[CH:5]=[CH:6][CH:7]=1.C1(C)C=CC(S([O-])(=O)=O)=CC=1.[NH+]1C=CC=CC=1.[O:44]1[CH:49]=[CH:48][CH2:47][CH2:46][CH2:45]1. Product: [Br:1][C:2]1[CH:3]=[C:4]([C:8]2[CH:9]([C:20]3[CH:21]=[CH:22][C:23]([I:26])=[CH:24][CH:25]=3)[O:10][C:11]3[C:16]([C:17]=2[CH3:18])=[CH:15][C:14]([O:19][CH:45]2[CH2:46][CH2:47][CH2:48][CH2:49][O:44]2)=[CH:13][CH:12]=3)[CH:5]=[CH:6][CH:7]=1. The catalyst class is: 2. (5) Reactant: [N:1]([C:4]1[CH:5]=[C:6]([CH:15]=[CH:16][C:17]=1[O:18][C:19]([F:22])([F:21])[F:20])[CH2:7][NH:8][C:9](=[O:14])[C:10]([CH3:13])([CH3:12])[CH3:11])=[C:2]=S.[NH2:23][C:24]1[C:31]([NH2:32])=[CH:30][C:27]([C:28]#[N:29])=[C:26]([N:33]2[CH2:38][CH2:37][CH2:36][CH:35]([C:39]([F:42])([F:41])[F:40])[CH2:34]2)[CH:25]=1.CN(C=O)C.C(Cl)CCl. Product: [C:28]([C:27]1[C:26]([N:33]2[CH2:38][CH2:37][CH2:36][CH:35]([C:39]([F:42])([F:40])[F:41])[CH2:34]2)=[CH:25][C:24]2[NH:23][C:2]([NH:1][C:4]3[CH:5]=[C:6]([CH:15]=[CH:16][C:17]=3[O:18][C:19]([F:22])([F:21])[F:20])[CH2:7][NH:8][C:9](=[O:14])[C:10]([CH3:13])([CH3:12])[CH3:11])=[N:32][C:31]=2[CH:30]=1)#[N:29]. The catalyst class is: 146. (6) Reactant: [C@@H:1]12[NH:8][CH2:7][C@@H:6]1[CH2:5][CH2:4][N:3]([C:9]([O:11][C:12]([CH3:15])([CH3:14])[CH3:13])=[O:10])[CH2:2]2.Cl[C:17]1[CH:22]=[CH:21][CH:20]=[C:19]([CH3:23])[N:18]=1.CCN(C(C)C)C(C)C. Product: [CH3:23][C:19]1[N:18]=[C:17]([N:8]2[C@@H:1]3[C@@H:6]([CH2:5][CH2:4][N:3]([C:9]([O:11][C:12]([CH3:15])([CH3:14])[CH3:13])=[O:10])[CH2:2]3)[CH2:7]2)[CH:22]=[CH:21][CH:20]=1. The catalyst class is: 23.